Dataset: Forward reaction prediction with 1.9M reactions from USPTO patents (1976-2016). Task: Predict the product of the given reaction. Given the reactants [Cl:1][C:2]1[N:7]=[C:6]([NH:8][CH2:9][CH2:10][CH2:11][OH:12])[C:5]([C:13]([F:16])([F:15])[F:14])=[CH:4][CH:3]=1.[CH2:17]([O:19][C:20](=[O:32])[CH2:21][C@H:22]1[C:30]2[C:25](=[CH:26][C:27](O)=[CH:28][CH:29]=2)[CH2:24][CH2:23]1)[CH3:18].C1(P(C2C=CC=CC=2)C2C=CC=CC=2)C=CC=CC=1, predict the reaction product. The product is: [Cl:1][C:2]1[N:7]=[C:6]([NH:8][CH2:9][CH2:10][CH2:11][O:12][C:27]2[CH:26]=[C:25]3[C:30](=[CH:29][CH:28]=2)[C@H:22]([CH2:21][C:20]([O:19][CH2:17][CH3:18])=[O:32])[CH2:23][CH2:24]3)[C:5]([C:13]([F:16])([F:14])[F:15])=[CH:4][CH:3]=1.